Dataset: Forward reaction prediction with 1.9M reactions from USPTO patents (1976-2016). Task: Predict the product of the given reaction. (1) The product is: [Si:10]([O:13][CH:14]([C:19]1([CH2:23][CH2:24][CH3:25])[CH2:22][CH2:21][CH2:20]1)[CH2:15][CH:16]=[CH:17][CH2:26][OH:27])([C:6]([CH3:9])([CH3:8])[CH3:7])([CH3:12])[CH3:11]. Given the reactants C([Li])(C)(C)C.[C:6]([Si:10]([O:13][CH:14]([C:19]1([CH2:23][CH2:24][CH3:25])[CH2:22][CH2:21][CH2:20]1)[CH2:15][CH:16]=[CH:17]I)([CH3:12])[CH3:11])([CH3:9])([CH3:8])[CH3:7].[CH2:26]=[O:27], predict the reaction product. (2) Given the reactants [CH3:1][O:2][P:3]([CH2:7][P:8]([O:12][CH3:13])([O:10][CH3:11])=[O:9])([O:5][CH3:6])=[O:4].Br[CH2:15][C:16]([O:18][C:19]([CH3:22])([CH3:21])[CH3:20])=[O:17].CC(C)([O-])C.[K+], predict the reaction product. The product is: [C:19]([O:18][C:16](=[O:17])[CH2:15][CH:7]([P:3]([O:5][CH3:6])([O:2][CH3:1])=[O:4])[P:8]([O:10][CH3:11])([O:12][CH3:13])=[O:9])([CH3:22])([CH3:21])[CH3:20]. (3) The product is: [O:2]=[C:3]1[C:9]2[CH:10]=[CH:11][CH:12]=[CH:13][C:8]=2[N:7]([C:19]([NH2:20])=[O:18])[C:6]2[CH:14]=[CH:15][CH:16]=[CH:17][C:5]=2[CH2:4]1. Given the reactants C[O:2][C:3]1[C:9]2[CH:10]=[CH:11][CH:12]=[CH:13][C:8]=2[NH:7][C:6]2[CH:14]=[CH:15][CH:16]=[CH:17][C:5]=2[CH:4]=1.[O-:18][C:19]#[N:20].[Na+].C(O)(=O)C.S(=O)(=O)(O)O, predict the reaction product. (4) Given the reactants [CH2:1]([N:8]1[CH2:13][CH:12]=[C:11]([CH2:14][OH:15])[CH2:10][CH2:9]1)[C:2]1[CH:7]=[CH:6][CH:5]=[CH:4][CH:3]=1.[Br:16][C:17]1[CH:22]=[C:21]([O:23][CH3:24])[CH:20]=[CH:19][C:18]=1O.C1C=CC(P(C2C=CC=CC=2)C2C=CC=CC=2)=CC=1.N(C(OC(C)C)=O)=NC(OC(C)C)=O, predict the reaction product. The product is: [CH2:1]([N:8]1[CH2:9][CH:10]=[C:11]([CH2:14][O:15][C:18]2[CH:19]=[CH:20][C:21]([O:23][CH3:24])=[CH:22][C:17]=2[Br:16])[CH2:12][CH2:13]1)[C:2]1[CH:7]=[CH:6][CH:5]=[CH:4][CH:3]=1. (5) Given the reactants [CH3:1][O:2][C:3](=[O:27])[CH2:4][C:5]1[CH:10]=[CH:9][CH:8]=[C:7]([O:11][CH2:12][CH2:13][C@@H:14](OS(C2C=CC(C)=CC=2)(=O)=O)[CH3:15])[CH:6]=1.[C:28]1([C@H:34]([CH3:37])[CH2:35][NH2:36])[CH:33]=[CH:32][CH:31]=[CH:30][CH:29]=1.C(=O)([O-])[O-].[K+].[K+], predict the reaction product. The product is: [CH3:1][O:2][C:3](=[O:27])[CH2:4][C:5]1[CH:10]=[CH:9][CH:8]=[C:7]([O:11][CH2:12][CH2:13][C@H:14]([NH:36][CH2:35][C@H:34]([C:28]2[CH:33]=[CH:32][CH:31]=[CH:30][CH:29]=2)[CH3:37])[CH3:15])[CH:6]=1. (6) Given the reactants [NH2:1][C:2]1[S:3][C:4]2[CH:10]([C:11]([O:13]C)=[O:12])[CH2:9][CH2:8][CH2:7][C:5]=2[N:6]=1.O[Li].O.Cl, predict the reaction product. The product is: [NH2:1][C:2]1[S:3][C:4]2[CH:10]([C:11]([OH:13])=[O:12])[CH2:9][CH2:8][CH2:7][C:5]=2[N:6]=1. (7) Given the reactants [Cl:1][CH:2]([O:6][C:7]([NH:9][CH2:10][C:11]1([CH2:17][C:18]([OH:20])=[O:19])[CH2:16][CH2:15][CH2:14][CH2:13][CH2:12]1)=[O:8])[CH2:3][CH2:4][CH3:5].[CH2:21](O)[C:22]1[CH:27]=[CH:26][CH:25]=[CH:24][CH:23]=1.C1(N=C=NC2CCCCC2)CCCCC1, predict the reaction product. The product is: [Cl:1][CH:2]([O:6][C:7]([NH:9][CH2:10][C:11]1([CH2:17][C:18]([O:20][CH2:21][C:22]2[CH:27]=[CH:26][CH:25]=[CH:24][CH:23]=2)=[O:19])[CH2:16][CH2:15][CH2:14][CH2:13][CH2:12]1)=[O:8])[CH2:3][CH2:4][CH3:5].